From a dataset of Reaction yield outcomes from USPTO patents with 853,638 reactions. Predict the reaction yield, written as a fraction of the theoretical maximum amount of product (1.0 means a 100% yield; for example, 0.34 means a 34% yield). The reactants are Br[C:2]1[CH:11]=[C:10]2[C:5]([CH:6]=[C:7]([NH2:12])[N:8]=[CH:9]2)=[CH:4][CH:3]=1.[CH3:13][C:14]1[CH:22]=[CH:21][C:17]([C:18]([OH:20])=[O:19])=[CH:16][C:15]=1B1OC(C)(C)C(C)O1.C(=O)([O-])[O-].[K+].[K+].C(O)(=O)CC(CC(O)=O)(C(O)=O)O. The catalyst is CC(P(C(C)(C)C)C1C=CC(N(C)C)=CC=1)(C)C.CC(P(C(C)(C)C)C1C=CC(N(C)C)=CC=1)(C)C.Cl[Pd]Cl.O.O1CCOCC1. The product is [NH2:12][C:7]1[N:8]=[CH:9][C:10]2[C:5]([CH:6]=1)=[CH:4][CH:3]=[C:2]([C:15]1[CH:16]=[C:17]([CH:21]=[CH:22][C:14]=1[CH3:13])[C:18]([OH:20])=[O:19])[CH:11]=2. The yield is 0.680.